From a dataset of Forward reaction prediction with 1.9M reactions from USPTO patents (1976-2016). Predict the product of the given reaction. (1) Given the reactants [N:1]1[CH:2]=[CH:3][N:4]2[CH:9]=[CH:8][C:7]([CH2:10]O)=[CH:6][C:5]=12.C1C=CC(OP(OC2C=CC=CC=2)([N:21]=[N+:22]=[N-:23])=O)=CC=1.N12CCCN=C1CCCCC2, predict the reaction product. The product is: [N:21]([CH2:10][C:7]1[CH:8]=[CH:9][N:4]2[CH:3]=[CH:2][N:1]=[C:5]2[CH:6]=1)=[N+:22]=[N-:23]. (2) Given the reactants [C:1]([C:5]1[S:9]/[C:8](=[N:10]\[C:11](=[O:24])[C:12]2[CH:17]=[C:16]([C:18]([F:21])([F:20])[F:19])[CH:15]=[CH:14][C:13]=2[CH:22]=O)/[N:7]([CH2:25][C@H:26]2[CH2:30][CH2:29][CH2:28][O:27]2)[CH:6]=1)([CH3:4])([CH3:3])[CH3:2].C([BH3-])#N.[NH:34]1[CH2:38][CH2:37][CH2:36][C@H:35]1[CH2:39][OH:40].C(O)(=O)C, predict the reaction product. The product is: [C:1]([C:5]1[S:9]/[C:8](=[N:10]\[C:11](=[O:24])[C:12]2[CH:17]=[C:16]([C:18]([F:21])([F:19])[F:20])[CH:15]=[CH:14][C:13]=2[CH2:22][N:34]2[CH2:38][CH2:37][CH2:36][C@H:35]2[CH2:39][OH:40])/[N:7]([CH2:25][C@H:26]2[CH2:30][CH2:29][CH2:28][O:27]2)[CH:6]=1)([CH3:3])([CH3:4])[CH3:2]. (3) Given the reactants N1C2C(=CC=C3C=2N=CC=C3)C=CC=1.[C:15]([O-])([O-])=[O:16].[Cs+].[Cs+].I[C:22]1[CH:23]=[C:24]([CH:27]=[CH:28][CH:29]=1)[C:25]#[N:26].CO, predict the reaction product. The product is: [CH3:15][O:16][C:22]1[CH:23]=[C:24]([CH:27]=[CH:28][CH:29]=1)[C:25]#[N:26]. (4) Given the reactants [Cl:1][C:2]1[N:7]=[CH:6][C:5]([OH:8])=[CH:4][CH:3]=1.[CH:9]1(O)[CH2:14][CH2:13][CH2:12][CH2:11][CH2:10]1.C(P(CCCC)CCCC)CCC.C1CCN(C(N=NC(N2CCCCC2)=O)=O)CC1, predict the reaction product. The product is: [Cl:1][C:2]1[N:7]=[CH:6][C:5]([O:8][CH:9]2[CH2:14][CH2:13][CH2:12][CH2:11][CH2:10]2)=[CH:4][CH:3]=1. (5) Given the reactants Br[C:2]1[CH:7]=[C:6]([N+:8]([O-:10])=[O:9])[CH:5]=[C:4]([C:11]#[N:12])[C:3]=1[N:13]=[N:14][C:15]1[CH:20]=[C:19]([O:21][CH3:22])[C:18]([N:23]([CH2:42][CH2:43][CH2:44][CH2:45][CH2:46][CH2:47][CH2:48][CH2:49][CH2:50][CH2:51][CH2:52][CH2:53][CH2:54][CH2:55][CH2:56][CH2:57][CH2:58][CH3:59])[CH2:24][CH2:25][CH2:26][CH2:27][CH2:28][CH2:29][CH2:30][CH2:31][CH2:32][CH2:33][CH2:34][CH2:35][CH2:36][CH2:37][CH2:38][CH2:39][CH2:40][CH3:41])=[CH:17][C:16]=1[NH:60][C:61](=[O:63])[CH3:62].[Cu][C:65]#[N:66].CN1CCCC1=O.C1(C)C=CC=CC=1, predict the reaction product. The product is: [C:65]([C:2]1[CH:7]=[C:6]([N+:8]([O-:10])=[O:9])[CH:5]=[C:4]([C:11]#[N:12])[C:3]=1[N:13]=[N:14][C:15]1[CH:20]=[C:19]([O:21][CH3:22])[C:18]([N:23]([CH2:42][CH2:43][CH2:44][CH2:45][CH2:46][CH2:47][CH2:48][CH2:49][CH2:50][CH2:51][CH2:52][CH2:53][CH2:54][CH2:55][CH2:56][CH2:57][CH2:58][CH3:59])[CH2:24][CH2:25][CH2:26][CH2:27][CH2:28][CH2:29][CH2:30][CH2:31][CH2:32][CH2:33][CH2:34][CH2:35][CH2:36][CH2:37][CH2:38][CH2:39][CH2:40][CH3:41])=[CH:17][C:16]=1[NH:60][C:61](=[O:63])[CH3:62])#[N:66]. (6) Given the reactants [F:1][C:2]1[CH:3]=[CH:4][C:5]([N+:20]([O-])=O)=[C:6]([CH:19]=1)[O:7][CH:8]([CH3:18])[CH2:9][NH:10][C:11](=[O:17])[O:12][C:13]([CH3:16])([CH3:15])[CH3:14], predict the reaction product. The product is: [NH2:20][C:5]1[CH:4]=[CH:3][C:2]([F:1])=[CH:19][C:6]=1[O:7][CH:8]([CH3:18])[CH2:9][NH:10][C:11](=[O:17])[O:12][C:13]([CH3:14])([CH3:15])[CH3:16]. (7) Given the reactants C(OC(=O)[NH:7][C:8]1[C:13]([CH:14]=[N:15][OH:16])=[CH:12][CH:11]=[C:10]([Cl:17])[N:9]=1)(C)(C)C, predict the reaction product. The product is: [ClH:17].[NH2:7][C:8]1[C:13]([CH:14]=[N:15][OH:16])=[CH:12][CH:11]=[C:10]([Cl:17])[N:9]=1.